This data is from Full USPTO retrosynthesis dataset with 1.9M reactions from patents (1976-2016). The task is: Predict the reactants needed to synthesize the given product. (1) Given the product [Cl:7][C:8]1[C:13]([NH:14][C:22](=[O:23])[C:21]2[CH:25]=[C:26]([CH3:27])[C:18]([O:17][CH3:16])=[C:19]([CH3:28])[CH:20]=2)=[CH:12][CH:11]=[C:10]([Cl:15])[N:9]=1, predict the reactants needed to synthesize it. The reactants are: N1C=CC=CC=1.[Cl:7][C:8]1[C:13]([NH2:14])=[CH:12][CH:11]=[C:10]([Cl:15])[N:9]=1.[CH3:16][O:17][C:18]1[C:26]([CH3:27])=[CH:25][C:21]([C:22](Cl)=[O:23])=[CH:20][C:19]=1[CH3:28].S(=O)(=O)(O)[O-].[Na+]. (2) Given the product [C:15]([C:2]1[CH:3]=[C:4]([CH:9]=[C:10]([CH2:12][CH3:13])[CH:11]=1)[C:5]([O:7][CH3:8])=[O:6])#[N:16], predict the reactants needed to synthesize it. The reactants are: Br[C:2]1[CH:3]=[C:4]([CH:9]=[C:10]([CH2:12][CH3:13])[CH:11]=1)[C:5]([O:7][CH3:8])=[O:6].[Cu](C#N)[C:15]#[N:16]. (3) The reactants are: [CH2:1]([C:3]1[CH:26]=[CH:25][CH:24]=[C:23]([CH3:27])[C:4]=1[CH2:5][NH:6][C:7]1[C:15]2[NH:14][C:13]([CH2:19][O:20][CH3:21])(C(O)=O)[N:12]([CH3:22])[C:11]=2[CH:10]=[CH:9][CH:8]=1)[CH3:2].[CH3:28][NH:29][CH3:30].O.[O:32]1[CH2:36]CCC1. Given the product [CH3:28][N:29]([CH3:30])[C:36]([C:9]1[CH:8]=[C:7]([NH:6][CH2:5][C:4]2[C:23]([CH3:27])=[CH:24][CH:25]=[CH:26][C:3]=2[CH2:1][CH3:2])[C:15]2[N:14]=[C:13]([CH2:19][O:20][CH3:21])[N:12]([CH3:22])[C:11]=2[CH:10]=1)=[O:32], predict the reactants needed to synthesize it. (4) Given the product [ClH:38].[ClH:38].[NH:21]1[C:22]2[CH:36]=[CH:35][CH:34]=[CH:33][C:23]=2[N:24]=[C:20]1[O:19][C:16]1[CH:17]=[CH:18][C:13]([N:5]2[C:6]3=[N:7][CH:8]=[CH:9][C:10]([CH3:12])=[C:11]3[N:3]([CH2:1][CH3:2])[C:4]2=[O:37])=[CH:14][CH:15]=1, predict the reactants needed to synthesize it. The reactants are: [CH2:1]([N:3]1[C:11]2[C:6](=[N:7][CH:8]=[CH:9][C:10]=2[CH3:12])[N:5]([C:13]2[CH:18]=[CH:17][C:16]([O:19][C:20]3[N:24](COCC[Si](C)(C)C)[C:23]4[CH:33]=[CH:34][CH:35]=[CH:36][C:22]=4[N:21]=3)=[CH:15][CH:14]=2)[C:4]1=[O:37])[CH3:2].[ClH:38]. (5) Given the product [Br:1][C:2]1[CH:3]=[C:4]2[C:8](=[CH:9][CH:10]=1)[NH:7][CH:6]=[C:5]2/[C:11](/[C:23]#[N:24])=[CH:12]/[C:13]1[CH:14]=[C:15]([CH:18]=[CH:19][C:20]=1[OH:21])[C:16]#[N:17], predict the reactants needed to synthesize it. The reactants are: [Br:1][C:2]1[CH:3]=[C:4]2[C:8](=[CH:9][CH:10]=1)[NH:7][CH:6]=[C:5]2/[C:11](/[C:23]#[N:24])=[CH:12]/[C:13]1[CH:14]=[C:15]([CH:18]=[CH:19][C:20]=1[O:21]C)[C:16]#[N:17].[Li+].[Cl-].C1(C)C=CC(S(O)(=O)=O)=CC=1. (6) Given the product [CH2:1]([O:8][C:9]([N:11]([CH2:32][C:33]([N:35]1[CH2:39][C@@H:38]([F:40])[CH2:37][C@H:36]1[C:41]#[N:42])=[O:34])[C:12]12[CH2:13][CH2:14][C:15]([C:20]([NH:51][CH2:43][CH2:44][CH2:45][CH2:46][CH2:47][CH2:48][CH2:49][CH3:50])=[O:22])([CH2:16][CH2:17]1)[CH2:18][CH2:19]2)=[O:10])[C:2]1[CH:3]=[CH:4][CH:5]=[CH:6][CH:7]=1, predict the reactants needed to synthesize it. The reactants are: [CH2:1]([O:8][C:9]([N:11]([CH2:32][C:33]([N:35]1[CH2:39][C@@H:38]([F:40])[CH2:37][C@H:36]1[C:41]#[N:42])=[O:34])[C:12]12[CH2:19][CH2:18][C:15]([C:20]([O:22]N3C4C=CC=CC=4N=N3)=O)([CH2:16][CH2:17]1)[CH2:14][CH2:13]2)=[O:10])[C:2]1[CH:7]=[CH:6][CH:5]=[CH:4][CH:3]=1.[CH2:43]([NH2:51])[CH2:44][CH2:45][CH2:46][CH2:47][CH2:48][CH2:49][CH3:50]. (7) Given the product [NH:1]([C:2]1[CH:6]=[CH:5][O:4][C:3]=1[C:7]([O:9][CH3:10])=[O:8])[C:15]([NH2:14])=[O:16], predict the reactants needed to synthesize it. The reactants are: [NH2:1][C:2]1[CH:6]=[CH:5][O:4][C:3]=1[C:7]([O:9][CH3:10])=[O:8].S(Cl)([N:14]=[C:15]=[O:16])(=O)=O.C(O)(=O)C.C([O-])(O)=O.[Na+]. (8) Given the product [CH3:1][O:2][C:3](=[O:17])[C:4]1[CH:9]=[CH:8][C:7]([NH:10][CH2:11][CH2:12][Cl:13])=[C:6]([NH2:14])[CH:5]=1, predict the reactants needed to synthesize it. The reactants are: [CH3:1][O:2][C:3](=[O:17])[C:4]1[CH:9]=[CH:8][C:7]([NH:10][CH2:11][CH2:12][Cl:13])=[C:6]([N+:14]([O-])=O)[CH:5]=1. (9) Given the product [C:24]1([C:23]2[N:22]=[C:14]3[C:15](=[O:34])[CH2:16][O:17][CH2:8][C:9]3=[CH:10][CH:11]=2)[CH:29]=[CH:28][CH:27]=[CH:26][CH:25]=1, predict the reactants needed to synthesize it. The reactants are: C(NC(C)C)(C)C.[CH2:8]([Li])[CH2:9][CH2:10][CH3:11].C[C:14]1[N:22]=CC=C[C:15]=1[C:16](O)=[O:17].[CH:23](=O)[C:24]1[CH:29]=[CH:28][CH:27]=[CH:26][CH:25]=1.C1C[O:34]CC1.